Predict the reaction yield, written as a fraction of the theoretical maximum amount of product (1.0 means a 100% yield; for example, 0.34 means a 34% yield). From a dataset of Reaction yield outcomes from USPTO patents with 853,638 reactions. (1) The reactants are [Cl:1][C:2]1[N:11]=[C:10](Cl)[C:9]2[C:4](=[CH:5][CH:6]=[CH:7][CH:8]=2)[N:3]=1.[NH2:13][C:14]1[CH:19]=[CH:18][N:17]=[CH:16][CH:15]=1.Cl. The catalyst is C(O)(C)C. The product is [Cl:1][C:2]1[N:11]=[C:10]([NH:13][C:14]2[CH:19]=[CH:18][N:17]=[CH:16][CH:15]=2)[C:9]2[C:4](=[CH:5][CH:6]=[CH:7][CH:8]=2)[N:3]=1. The yield is 0.610. (2) The catalyst is C1COCC1. The product is [Cl:20][C:17]1[CH:16]=[CH:15][C:14]([NH:13][C:11](=[O:12])[NH2:10])=[CH:19][CH:18]=1. The reactants are C(C1C=C([NH:10][C:11]([NH:13][C:14]2[CH:19]=[CH:18][C:17]([Cl:20])=[CH:16][CH:15]=2)=[O:12])N(C2C=C(C=CC=2)C(OCC)=O)N=1)(C)(C)C.[H-].[H-].[H-].[H-].[Li+].[Al+3]. The yield is 0.970. (3) The reactants are Cl[C:2]1[CH:3]=[C:4]([C:14]([NH:16][CH2:17][C:18]2[C:19](=[O:26])[NH:20][C:21]([CH3:25])=[CH:22][C:23]=2[CH3:24])=[O:15])[C:5]2[CH:10]=[N:9][N:8]([CH:11]([CH3:13])[CH3:12])[C:6]=2[N:7]=1.[NH:27]1[CH2:32][CH2:31][CH:30]([NH2:33])[CH2:29][CH2:28]1. The catalyst is CCO. The product is [CH3:24][C:23]1[CH:22]=[C:21]([CH3:25])[NH:20][C:19](=[O:26])[C:18]=1[CH2:17][NH:16][C:14]([C:4]1[C:5]2[CH:10]=[N:9][N:8]([CH:11]([CH3:13])[CH3:12])[C:6]=2[N:7]=[C:2]([NH:33][CH:30]2[CH2:31][CH2:32][NH:27][CH2:28][CH2:29]2)[CH:3]=1)=[O:15]. The yield is 0.350. (4) The reactants are FC1C=CC(C[N:7]2[C:15]3[C:10](=[CH:11][CH:12]=[CH:13][CH:14]=3)[C:9]3[CH2:16][C@@H:17]([CH2:27][OH:28])[N:18]([C:20]([O:22][C:23]([CH3:26])([CH3:25])[CH3:24])=[O:21])[CH2:19][C:8]2=3)=CC=1.[H-].[Na+].Cl[CH2:34][C:35]1[CH:36]=[CH:37][C:38]([O:41][CH3:42])=[N:39][CH:40]=1.CN(C=[O:47])C. The catalyst is CCCC[N+](CCCC)(CCCC)CCCC.[Br-]. The product is [C:23]([O:22][C:20]([N:18]1[C@H:17]([C:27]([OH:47])=[O:28])[CH2:16][C:9]2[C:14]3[C:15](=[CH:10][CH:11]=[CH:12][CH:13]=3)[N:7]([CH2:34][C:35]3[CH:40]=[N:39][C:38]([O:41][CH3:42])=[CH:37][CH:36]=3)[C:8]=2[CH2:19]1)=[O:21])([CH3:24])([CH3:25])[CH3:26]. The yield is 0.860. (5) The product is [Cl:24][C:25]1[CH:30]=[C:29]([CH:28]=[C:27]([Cl:34])[N:26]=1)[C:31]([NH:1][C:2]1[CH:23]=[CH:22][CH:21]=[C:4]([O:5][C:6]2[CH:7]=[CH:8][C:9]3[N:10]([CH:12]=[C:13]([NH:15][C:16]([CH:18]4[CH2:20][CH2:19]4)=[O:17])[N:14]=3)[N:11]=2)[CH:3]=1)=[O:32]. The catalyst is CN(C)C=O. The yield is 0.840. The reactants are [NH2:1][C:2]1[CH:3]=[C:4]([CH:21]=[CH:22][CH:23]=1)[O:5][C:6]1[CH:7]=[CH:8][C:9]2[N:10]([CH:12]=[C:13]([NH:15][C:16]([CH:18]3[CH2:20][CH2:19]3)=[O:17])[N:14]=2)[N:11]=1.[Cl:24][C:25]1[CH:30]=[C:29]([C:31](O)=[O:32])[CH:28]=[C:27]([Cl:34])[N:26]=1.Cl.CN(C)CCCN=C=NCC.ON1C2C=CC=CC=2N=N1. (6) The reactants are [OH:1][C:2]1[CH:11]=[CH:10][C:5]([C:6]([O:8][CH3:9])=[O:7])=[CH:4][C:3]=1[N+:12]([O-])=O. The catalyst is CO.[Pd]. The product is [NH2:12][C:3]1[CH:4]=[C:5]([CH:10]=[CH:11][C:2]=1[OH:1])[C:6]([O:8][CH3:9])=[O:7]. The yield is 0.690. (7) The reactants are [Cl:1][C:2]1[C:3]([F:14])=[C:4]([C:9](=[O:13])[CH2:10][CH2:11][I:12])[C:5]([F:8])=[CH:6][CH:7]=1.[Na+].[I-]. The yield is 0.940. The catalyst is C(#N)C.O. The product is [Cl:1][C:2]1[C:3]([F:14])=[C:4]([C@H:9]([OH:13])[CH2:10][CH2:11][I:12])[C:5]([F:8])=[CH:6][CH:7]=1. (8) The reactants are [CH3:1][CH2:2][C:3](=[O:9])[CH:4]=[CH:5][CH2:6][CH2:7][CH3:8].[CH:10]1[CH2:14][CH:13]=[CH:12][CH:11]=1.Cl(O)(=O)(=O)=O.C([C@@H]1N[C@H](C2OC(C)=CC=2)N(C)C1=O)C1C=CC=CC=1. The catalyst is O. The product is [CH2:6]([C@H:5]1[C@@H:12]2[CH2:13][C@H:14]([CH:10]=[CH:11]2)[C@H:4]1[C:3](=[O:9])[CH2:2][CH3:1])[CH2:7][CH3:8]. The yield is 0.840.